This data is from Full USPTO retrosynthesis dataset with 1.9M reactions from patents (1976-2016). The task is: Predict the reactants needed to synthesize the given product. Given the product [CH2:1]([O:8][C:9]1[C:10]([C:20]([N:43]([CH2:42][C:41]2[CH:45]=[CH:46][C:38]([F:37])=[CH:39][CH:40]=2)[CH3:44])=[O:21])=[N:11][N:12]2[CH2:17][CH2:16][N:15]([CH3:18])[C:14](=[O:19])[C:13]=12)[C:2]1[CH:3]=[CH:4][CH:5]=[CH:6][CH:7]=1, predict the reactants needed to synthesize it. The reactants are: [CH2:1]([O:8][C:9]1[C:10]([C:20](O)=[O:21])=[N:11][N:12]2[CH2:17][CH2:16][N:15]([CH3:18])[C:14](=[O:19])[C:13]=12)[C:2]1[CH:7]=[CH:6][CH:5]=[CH:4][CH:3]=1.C(Cl)CCl.C1C=CC2N(O)N=NC=2C=1.[F:37][C:38]1[CH:46]=[CH:45][C:41]([CH2:42][NH:43][CH3:44])=[CH:40][CH:39]=1.